Dataset: Peptide-MHC class II binding affinity with 134,281 pairs from IEDB. Task: Regression. Given a peptide amino acid sequence and an MHC pseudo amino acid sequence, predict their binding affinity value. This is MHC class II binding data. The peptide sequence is QVAQYKALPVVLENA. The MHC is HLA-DPA10201-DPB10101 with pseudo-sequence HLA-DPA10201-DPB10101. The binding affinity (normalized) is 0.245.